From a dataset of Reaction yield outcomes from USPTO patents with 853,638 reactions. Predict the reaction yield, written as a fraction of the theoretical maximum amount of product (1.0 means a 100% yield; for example, 0.34 means a 34% yield). (1) The reactants are [C:1]1([C:19]2[CH:24]=[CH:23][CH:22]=[CH:21][CH:20]=2)[CH:6]=[CH:5][C:4]([C:7]2[CH:8]=[N:9][N:10]([C:12]3[CH:13]=[C:14]([OH:18])[CH:15]=[CH:16][CH:17]=3)[CH:11]=2)=[CH:3][CH:2]=1.Br[C:26]1[CH:38]=[CH:37][C:36]2[C:35]3[C:30](=[CH:31][CH:32]=[CH:33][CH:34]=3)[N:29]([C:39]3[CH:44]=[CH:43][CH:42]=[CH:41][N:40]=3)[C:28]=2[CH:27]=1.N1C=CC=CC=1C(O)=O.[O-]P([O-])([O-])=O.[K+].[K+].[K+]. The catalyst is [Cu]I. The product is [C:1]1([C:19]2[CH:20]=[CH:21][CH:22]=[CH:23][CH:24]=2)[CH:6]=[CH:5][C:4]([C:7]2[CH:8]=[N:9][N:10]([C:12]3[CH:13]=[C:14]([CH:15]=[CH:16][CH:17]=3)[O:18][C:26]3[CH:38]=[CH:37][C:36]4[C:35]5[C:30](=[CH:31][CH:32]=[CH:33][CH:34]=5)[N:29]([C:39]5[CH:44]=[CH:43][CH:42]=[CH:41][N:40]=5)[C:28]=4[CH:27]=3)[CH:11]=2)=[CH:3][CH:2]=1. The yield is 0.970. (2) The reactants are Br.[N:2]1[CH:7]=[CH:6][CH:5]=[C:4]([O:8][C:9]2[CH:14]=[CH:13][C:12]([C:15]3[O:19][C:18]([NH2:20])=[N:17][N:16]=3)=[CH:11][CH:10]=2)[CH:3]=1.[CH3:21][O:22][C:23]1[CH:31]=[CH:30][C:26]([C:27](Cl)=[O:28])=[CH:25][C:24]=1[C:32]([F:35])([F:34])[F:33]. The catalyst is N1C=CC=CC=1.CO. The product is [CH3:21][O:22][C:23]1[CH:31]=[CH:30][C:26]([C:27]([NH:20][C:18]2[O:19][C:15]([C:12]3[CH:11]=[CH:10][C:9]([O:8][C:4]4[CH:3]=[N:2][CH:7]=[CH:6][CH:5]=4)=[CH:14][CH:13]=3)=[N:16][N:17]=2)=[O:28])=[CH:25][C:24]=1[C:32]([F:33])([F:34])[F:35]. The yield is 0.162. (3) The reactants are Br[C:2]1[N:3]=[CH:4][C:5]([NH2:8])=[N:6][CH:7]=1.[NH:9]1[CH2:13][CH2:12][CH2:11][C:10]1=[O:14].C(=O)([O-])[O-].[K+].[K+].[C@@H]1(N)CCCC[C@H]1N. The catalyst is O1CCOCC1.[Cu]I.CO.C(OCC)(=O)C. The product is [NH2:8][C:5]1[N:6]=[CH:7][C:2]([N:9]2[CH2:13][CH2:12][CH2:11][C:10]2=[O:14])=[N:3][CH:4]=1. The yield is 0.307. (4) The reactants are [CH:1]([N:4]=[C:5]=[O:6])([CH3:3])[CH3:2].[F:7][C:8]1[CH:9]=[CH:10][C:11]([NH:14][NH2:15])=[N:12][CH:13]=1. The catalyst is C(Cl)Cl. The product is [F:7][C:8]1[CH:9]=[CH:10][C:11]([NH:14][NH:15][C:5]([NH:4][CH:1]([CH3:3])[CH3:2])=[O:6])=[N:12][CH:13]=1. The yield is 0.930. (5) The product is [NH2:1][C:2]1[C:3]([C:8]([O:10][CH3:11])=[O:9])=[N:4][C:5]([Br:12])=[CH:6][N:7]=1. The catalyst is CC#N. The yield is 0.920. The reactants are [NH2:1][C:2]1[C:3]([C:8]([O:10][CH3:11])=[O:9])=[N:4][CH:5]=[CH:6][N:7]=1.[Br:12]N1C(=O)CCC1=O.